Dataset: Forward reaction prediction with 1.9M reactions from USPTO patents (1976-2016). Task: Predict the product of the given reaction. (1) The product is: [OH:44][CH2:43][CH2:42][CH2:41][CH2:40][CH2:39][CH2:38][CH2:37][CH2:36][CH2:8][CH2:9][CH2:10][C:11]([NH:13][NH:1][CH2:2][C:3]([OH:5])=[O:4])=[O:12].[CH3:6][O:7][CH:8]([CH2:36][CH2:37][CH2:38][CH2:39][CH2:40][CH2:41][CH2:42][CH3:43])[CH2:9][CH:10]([O:14][C:15]([C:30]1[CH:31]=[CH:32][CH:33]=[CH:34][CH:35]=1)([C:22]1[CH:23]=[CH:24][C:25]([O:28][CH3:29])=[CH:26][CH:27]=1)[C:16]1[CH:21]=[CH:20][CH:19]=[CH:18][CH:17]=1)[C:11]([NH2:13])=[O:12]. Given the reactants [NH2:1][CH2:2][C:3]([OH:5])=[O:4].[CH3:6][O:7][CH:8]([CH2:36][CH2:37][CH2:38][CH2:39][CH2:40][CH2:41][CH2:42][CH3:43])[CH2:9][CH:10]([O:14][C:15]([C:30]1[CH:35]=[CH:34][CH:33]=[CH:32][CH:31]=1)([C:22]1[CH:27]=[CH:26][C:25]([O:28][CH3:29])=[CH:24][CH:23]=1)[C:16]1[CH:21]=[CH:20][CH:19]=[CH:18][CH:17]=1)[C:11]([NH2:13])=[O:12].[OH:44]CCCCCCCCCCCC(O)=O.Cl.C(N=C=NCCCN(C)C)C.O.ON1C2C=CC=CC=2N=N1.C(N(CC)CC)C, predict the reaction product. (2) Given the reactants F[C:2]1[CH:3]=[C:4]([CH:7]=[C:8]([N:10]2[CH2:16][CH2:15][CH2:14][C:13]3[N:17]=[C:18]([C:20]4[CH:25]=[CH:24][CH:23]=[CH:22][N:21]=4)[O:19][C:12]=3[CH2:11]2)[CH:9]=1)[C:5]#[N:6].BrC1C=C(C=[C:33]([O:35]C)C=1)C#N.C(Cl)Cl, predict the reaction product. The product is: [CH3:33][O:35][C:2]1[CH:3]=[C:4]([CH:7]=[C:8]([N:10]2[CH2:16][CH2:15][CH2:14][C:13]3[N:17]=[C:18]([C:20]4[CH:25]=[CH:24][CH:23]=[CH:22][N:21]=4)[O:19][C:12]=3[CH2:11]2)[CH:9]=1)[C:5]#[N:6]. (3) Given the reactants [Br:1][C:2]1[CH:3]=[C:4]2[C:8](=[CH:9][CH:10]=1)[NH:7][CH:6]=[CH:5]2.[H-].[Na+].[CH:13]([Si:16](Cl)([CH:20]([CH3:22])[CH3:21])[CH:17]([CH3:19])[CH3:18])([CH3:15])[CH3:14].[O-]S([O-])(=O)=O.[Mg+2], predict the reaction product. The product is: [Br:1][C:2]1[CH:3]=[C:4]2[C:8](=[CH:9][CH:10]=1)[N:7]([Si:16]([CH:20]([CH3:22])[CH3:21])([CH:17]([CH3:19])[CH3:18])[CH:13]([CH3:15])[CH3:14])[CH:6]=[CH:5]2.